Dataset: Reaction yield outcomes from USPTO patents with 853,638 reactions. Task: Predict the reaction yield, written as a fraction of the theoretical maximum amount of product (1.0 means a 100% yield; for example, 0.34 means a 34% yield). The reactants are Cl.CN.[C:4]([BH3-])#[N:5].[Na+].[Br:8][C:9]1[CH:10]=[C:11]([CH:14]=O)[S:12][CH:13]=1.[OH-].[Na+]. The catalyst is CO. The product is [Br:8][C:9]1[CH:10]=[C:11]([CH2:14][NH:5][CH3:4])[S:12][CH:13]=1. The yield is 0.440.